This data is from Full USPTO retrosynthesis dataset with 1.9M reactions from patents (1976-2016). The task is: Predict the reactants needed to synthesize the given product. Given the product [CH3:19][C:18]1[O:16][C:14]([CH:11]2[CH2:10][CH2:9][NH:8][CH2:13][CH2:12]2)=[N:20][CH:17]=1, predict the reactants needed to synthesize it. The reactants are: C(OC([N:8]1[CH2:13][CH2:12][CH:11]([C:14]([OH:16])=O)[CH2:10][CH2:9]1)=O)(C)(C)C.[CH2:17]([NH2:20])[C:18]#[CH:19].